Predict which catalyst facilitates the given reaction. From a dataset of Catalyst prediction with 721,799 reactions and 888 catalyst types from USPTO. (1) Reactant: [F:1][CH2:2][CH2:3][O:4][C:5]1[CH:6]=[C:7]([C:13]2[S:14][C:15]([CH3:20])=[C:16]([CH2:18]O)[N:17]=2)[CH:8]=[CH:9][C:10]=1[O:11][CH3:12].C1C=CC(P(C2C=CC=CC=2)C2C=CC=CC=2)=CC=1.[Br:40]C(Br)(Br)C(C(Br)(Br)Br)=O. Product: [Br:40][CH2:18][C:16]1[N:17]=[C:13]([C:7]2[CH:8]=[CH:9][C:10]([O:11][CH3:12])=[C:5]([O:4][CH2:3][CH2:2][F:1])[CH:6]=2)[S:14][C:15]=1[CH3:20]. The catalyst class is: 10. (2) Reactant: [CH2:1]([O:3][C:4]1[CH:9]=[C:8]([F:10])[CH:7]=[CH:6][C:5]=1[C:11]1[S:19][C:18]2[C:17]([NH:20][NH2:21])=[N:16][CH:15]=[N:14][C:13]=2[C:12]=1[CH3:22])[CH3:2].[CH2:23]([N:25]([CH2:41][CH3:42])[CH2:26][CH2:27][O:28][C:29]1[C:36]([O:37][CH3:38])=[CH:35][C:32]([CH:33]=O)=[CH:31][C:30]=1[O:39][CH3:40])[CH3:24]. Product: [CH2:1]([O:3][C:4]1[CH:9]=[C:8]([F:10])[CH:7]=[CH:6][C:5]=1[C:11]1[S:19][C:18]2[C:17]([NH:20][N:21]=[CH:33][C:32]3[CH:31]=[C:30]([O:39][CH3:40])[C:29]([O:28][CH2:27][CH2:26][N:25]([CH2:23][CH3:24])[CH2:41][CH3:42])=[C:36]([O:37][CH3:38])[CH:35]=3)=[N:16][CH:15]=[N:14][C:13]=2[C:12]=1[CH3:22])[CH3:2]. The catalyst class is: 8. (3) Reactant: [CH:1]1([N:4]2[CH2:9][CH2:8][N:7]([C:10]3[O:11][C:12]4[CH:18]=[CH:17][C:16]([CH:19]=O)=[CH:15][C:13]=4[N:14]=3)[CH2:6][CH2:5]2)[CH2:3][CH2:2]1.Cl.[CH3:22][NH:23][CH3:24].C(O)(=O)C.[BH3-]C#N.[Na+]. Product: [CH:1]1([N:4]2[CH2:9][CH2:8][N:7]([C:10]3[O:11][C:12]4[CH:18]=[CH:17][C:16]([CH2:19][N:23]([CH3:24])[CH3:22])=[CH:15][C:13]=4[N:14]=3)[CH2:6][CH2:5]2)[CH2:3][CH2:2]1. The catalyst class is: 92.